Dataset: Reaction yield outcomes from USPTO patents with 853,638 reactions. Task: Predict the reaction yield, written as a fraction of the theoretical maximum amount of product (1.0 means a 100% yield; for example, 0.34 means a 34% yield). (1) The yield is 0.590. The product is [C:10]([NH:14][CH2:8][C:5]1[CH:4]=[N:3][C:2]([Cl:1])=[CH:7][CH:6]=1)([CH3:13])([CH3:12])[CH3:11]. The catalyst is C(#N)C. The reactants are [Cl:1][C:2]1[CH:7]=[CH:6][C:5]([CH2:8]Cl)=[CH:4][N:3]=1.[C:10]([NH2:14])([CH3:13])([CH3:12])[CH3:11].C(=O)([O-])[O-].[K+].[K+]. (2) The reactants are C(=O)([O-])[O-].[K+].[K+].[C:7]([O:14][CH3:15])(=[O:13])[CH2:8][C:9]([O:11][CH3:12])=[O:10].F[C:17]1[CH:22]=[C:21]([F:23])[CH:20]=[CH:19][C:18]=1[N+:24]([O-:26])=[O:25].Cl. The catalyst is C1(C)C=CC=CC=1.CN(C)C=O. The product is [F:23][C:21]1[CH:20]=[CH:19][C:18]([N+:24]([O-:26])=[O:25])=[C:17]([CH:8]([C:7]([O:14][CH3:15])=[O:13])[C:9]([O:11][CH3:12])=[O:10])[CH:22]=1. The yield is 0.840. (3) The reactants are [Br:1][C:2]1[C:11]([OH:12])=[CH:10][CH:9]=[C:8]2[C:3]=1[CH:4]=[CH:5][C:6]([C@:13]1([CH3:19])[CH2:17][O:16][C:15](=[O:18])[NH:14]1)=[CH:7]2.O1CCCC1.[C:25]([C@H:29]1[CH2:34][CH2:33][C@H:32](O)[CH2:31][CH2:30]1)([CH3:28])([CH3:27])[CH3:26].C1(P(C2C=CC=CC=2)C2C=CC=CC=2)C=CC=CC=1.N(C(OC(C)C)=O)=NC(OC(C)C)=O. No catalyst specified. The product is [Br:1][C:2]1[C:11]([O:12][C@H:32]2[CH2:33][CH2:34][C@H:29]([C:25]([CH3:28])([CH3:27])[CH3:26])[CH2:30][CH2:31]2)=[CH:10][CH:9]=[C:8]2[C:3]=1[CH:4]=[CH:5][C:6]([C@:13]1([CH3:19])[CH2:17][O:16][C:15](=[O:18])[NH:14]1)=[CH:7]2. The yield is 0.450. (4) The reactants are CC(OI1(OC(C)=O)(OC(C)=O)OC(=O)C2C=CC=CC1=2)=O.[CH3:23][O:24][C:25](=[O:45])[C:26]1[CH:31]=[C:30]([CH:32]([OH:36])[CH2:33][CH2:34][CH3:35])[C:29]([C:37]([F:40])([F:39])[F:38])=[CH:28][C:27]=1[NH:41][C:42](=[O:44])[CH3:43].O.[O-]S([O-])=O.[Na+].[Na+]. The catalyst is C(Cl)Cl.CCOC(C)=O. The product is [CH3:23][O:24][C:25](=[O:45])[C:26]1[CH:31]=[C:30]([C:32](=[O:36])[CH2:33][CH2:34][CH3:35])[C:29]([C:37]([F:38])([F:40])[F:39])=[CH:28][C:27]=1[NH:41][C:42](=[O:44])[CH3:43]. The yield is 0.970. (5) The reactants are [F:1][CH2:2][CH:3]1[N:8]([CH3:9])[CH2:7][CH2:6][N:5]([C:10]2[CH:11]=[CH:12][C:13]([NH2:16])=[N:14][CH:15]=2)[CH2:4]1.Br[C:18]1[C:19](=[O:26])[N:20]([CH3:25])[CH:21]=[C:22]([Br:24])[CH:23]=1.C(=O)([O-])[O-].[Cs+].[Cs+].CC1(C)C2C(=C(P(C3C=CC=CC=3)C3C=CC=CC=3)C=CC=2)OC2C(P(C3C=CC=CC=3)C3C=CC=CC=3)=CC=CC1=2. The catalyst is C1C=CC(/C=C/C(/C=C/C2C=CC=CC=2)=O)=CC=1.C1C=CC(/C=C/C(/C=C/C2C=CC=CC=2)=O)=CC=1.C1C=CC(/C=C/C(/C=C/C2C=CC=CC=2)=O)=CC=1.[Pd].[Pd].O1CCOCC1. The product is [Br:24][C:22]1[CH:23]=[C:18]([NH:16][C:13]2[CH:12]=[CH:11][C:10]([N:5]3[CH2:6][CH2:7][N:8]([CH3:9])[CH:3]([CH2:2][F:1])[CH2:4]3)=[CH:15][N:14]=2)[C:19](=[O:26])[N:20]([CH3:25])[CH:21]=1. The yield is 0.500. (6) The reactants are Cl[C:2]1[N:7]=[C:6]([NH:8][C:9]2[CH:14]=[CH:13][C:12]([C:15]3([NH:19][C:20](=[O:26])[O:21][C:22]([CH3:25])([CH3:24])[CH3:23])[CH2:18][CH2:17][CH2:16]3)=[CH:11][CH:10]=2)[C:5]([N+:27]([O-:29])=[O:28])=[CH:4][CH:3]=1.[CH3:30][N:31]([CH3:55])[C:32]([CH:34]1[CH2:39][CH2:38][N:37]([C:40]2[CH:45]=[CH:44][CH:43]=[C:42](B3OC(C)(C)C(C)(C)O3)[CH:41]=2)[CH2:36][CH2:35]1)=[O:33]. The catalyst is C1(C)C=CC=CC=1.CCO. The product is [CH3:30][N:31]([CH3:55])[C:32]([CH:34]1[CH2:35][CH2:36][N:37]([C:40]2[CH:41]=[C:42]([C:2]3[N:7]=[C:6]([NH:8][C:9]4[CH:14]=[CH:13][C:12]([C:15]5([NH:19][C:20](=[O:26])[O:21][C:22]([CH3:23])([CH3:24])[CH3:25])[CH2:18][CH2:17][CH2:16]5)=[CH:11][CH:10]=4)[C:5]([N+:27]([O-:29])=[O:28])=[CH:4][CH:3]=3)[CH:43]=[CH:44][CH:45]=2)[CH2:38][CH2:39]1)=[O:33]. The yield is 0.910. (7) The reactants are [Cl:1][C:2]1[CH:3]=[CH:4][C:5]([N:10]2[C:14]3=[N:15][C:16]4[C:21]([Cl:22])=[CH:20][CH:19]=[C:18]([CH:23]([CH2:26][CH3:27])[CH2:24][CH3:25])[C:17]=4[N:13]3[CH2:12][CH2:11]2)=[C:6]([CH:9]=1)[C:7]#[N:8].[OH-:28].[K+]. The catalyst is C(O)(C)(C)C.O. The product is [Cl:1][C:2]1[CH:3]=[CH:4][C:5]([N:10]2[C:14]3=[N:15][C:16]4[C:21]([Cl:22])=[CH:20][CH:19]=[C:18]([CH:23]([CH2:26][CH3:27])[CH2:24][CH3:25])[C:17]=4[N:13]3[CH2:12][CH2:11]2)=[C:6]([CH:9]=1)[C:7]([NH2:8])=[O:28]. The yield is 0.430. (8) The catalyst is C1(C)C=CC=CC=1. The product is [CH3:15][C:14]1([CH3:16])[O:8][C:7]2[CH:6]=[CH:5][C:4]([CH2:9][C:10]#[N:11])=[CH:3][C:2]=2[O:1]1. The yield is 0.200. The reactants are [OH:1][C:2]1[CH:3]=[C:4]([CH2:9][C:10]#[N:11])[CH:5]=[CH:6][C:7]=1[OH:8].CO[C:14](OC)([CH3:16])[CH3:15].CC1C=CC(S(O)(=O)=O)=CC=1. (9) The reactants are C([O:3][C:4]([C:6]1[NH:7][C:8]2[C:13]([CH:14]=1)=[CH:12][C:11]([Cl:15])=[CH:10][C:9]=2[CH2:16][C:17]#[N:18])=[O:5])C.O[Li].O.Cl. The catalyst is C1COCC1.CCO.O. The product is [Cl:15][C:11]1[CH:12]=[C:13]2[C:8](=[C:9]([CH2:16][C:17]#[N:18])[CH:10]=1)[NH:7][C:6]([C:4]([OH:5])=[O:3])=[CH:14]2. The yield is 0.980. (10) The reactants are [Al+3].[Cl-].[Cl-].[Cl-].[CH3:5][C:6]1([CH3:17])[C:15]2[C:10](=[CH:11][CH:12]=[CH:13][CH:14]=2)[C:9](=[O:16])[CH2:8][CH2:7]1.[Br:18]Br. The catalyst is C(Cl)Cl. The product is [CH3:5][C:6]1([CH3:17])[C:15]2[C:10](=[CH:11][C:12]([Br:18])=[CH:13][CH:14]=2)[C:9](=[O:16])[CH2:8][CH2:7]1. The yield is 0.800.